This data is from Full USPTO retrosynthesis dataset with 1.9M reactions from patents (1976-2016). The task is: Predict the reactants needed to synthesize the given product. The reactants are: [C:1]1([C:7]2[CH2:8][O:9][C:10]3[C:15]([C:16]=2[C:17]2[CH:22]=[CH:21][C:20]([CH:23]=[CH:24][C:25]([OH:27])=O)=[CH:19][CH:18]=2)=[CH:14][CH:13]=[CH:12][CH:11]=3)[CH:6]=[CH:5][CH:4]=[CH:3][CH:2]=1.[CH3:28][S:29]([NH2:32])(=[O:31])=[O:30]. Given the product [C:1]1([C:7]2[CH2:8][O:9][C:10]3[C:15]([C:16]=2[C:17]2[CH:22]=[CH:21][C:20]([CH:23]=[CH:24][C:25]([NH:32][S:29]([CH3:28])(=[O:31])=[O:30])=[O:27])=[CH:19][CH:18]=2)=[CH:14][CH:13]=[CH:12][CH:11]=3)[CH:6]=[CH:5][CH:4]=[CH:3][CH:2]=1, predict the reactants needed to synthesize it.